This data is from Forward reaction prediction with 1.9M reactions from USPTO patents (1976-2016). The task is: Predict the product of the given reaction. (1) Given the reactants [N:1]1([C:7]2[C:8]3[CH:25]=[CH:24][N:23]([CH2:26][C:27]([F:30])([F:29])[F:28])[C:9]=3[N:10]=[C:11]([C:13]3[CH:22]=[CH:21][C:16]4[NH:17][C:18]([NH2:20])=[N:19][C:15]=4[CH:14]=3)[N:12]=2)[CH2:6][CH2:5][O:4][CH2:3][CH2:2]1.[C:31]([O-])([O-])=O.[K+].[K+].IC, predict the reaction product. The product is: [CH3:31][NH:20][C:18]1[NH:17][C:16]2[CH:21]=[CH:22][C:13]([C:11]3[N:12]=[C:7]([N:1]4[CH2:6][CH2:5][O:4][CH2:3][CH2:2]4)[C:8]4[CH:25]=[CH:24][N:23]([CH2:26][C:27]([F:29])([F:30])[F:28])[C:9]=4[N:10]=3)=[CH:14][C:15]=2[N:19]=1. (2) Given the reactants [O:1]1[CH2:6][CH2:5][CH:4]([NH2:7])[CH2:3][CH2:2]1.[CH:8]1([N:14]=[C:15]=[O:16])[CH2:13][CH2:12][CH2:11][CH2:10][CH2:9]1.[C:17](Cl)(=[O:22])[CH2:18][C:19](Cl)=[O:20], predict the reaction product. The product is: [CH:8]1([N:14]2[C:19](=[O:20])[CH2:18][C:17](=[O:22])[N:7]([CH:4]3[CH2:5][CH2:6][O:1][CH2:2][CH2:3]3)[C:15]2=[O:16])[CH2:13][CH2:12][CH2:11][CH2:10][CH2:9]1. (3) Given the reactants [Cl:1][C:2]1[C:9]([Cl:10])=[CH:8][CH:7]=[CH:6][C:3]=1[CH2:4]Cl.[C-:11]#[N:12].[Na+], predict the reaction product. The product is: [Cl:1][C:2]1[C:9]([Cl:10])=[CH:8][CH:7]=[CH:6][C:3]=1[CH2:4][C:11]#[N:12]. (4) The product is: [Cl:1][C:2]1[CH:7]=[CH:6][C:5]([C:8]2[N:12]([C:13]3[CH:18]=[CH:17][C:16]([Cl:19])=[CH:15][C:14]=3[Cl:20])[N:11]=[C:10]([C:21]([N:23]3[CH2:24][CH2:25][CH:26]([NH2:29])[CH2:27][CH2:28]3)=[O:22])[C:9]=2[CH3:37])=[CH:4][CH:3]=1. Given the reactants [Cl:1][C:2]1[CH:7]=[CH:6][C:5]([C:8]2[N:12]([C:13]3[CH:18]=[CH:17][C:16]([Cl:19])=[CH:15][C:14]=3[Cl:20])[N:11]=[C:10]([C:21]([N:23]3[CH2:28][CH2:27][CH:26]([NH:29]C(=O)OC(C)(C)C)[CH2:25][CH2:24]3)=[O:22])[C:9]=2[CH3:37])=[CH:4][CH:3]=1.FC(F)(F)C(O)=O, predict the reaction product. (5) Given the reactants [NH2:1][C:2]1[CH:7]=[CH:6][C:5]([CH3:8])=[CH:4][C:3]=1[OH:9].C(OCC)(=O)C.C(=O)([O-])O.[Na+].[Br:21][CH:22]([C:26]1[CH:31]=[CH:30][CH:29]=[CH:28][CH:27]=1)[C:23](Br)=[O:24], predict the reaction product. The product is: [Br:21][CH:22]([C:26]1[CH:31]=[CH:30][CH:29]=[CH:28][CH:27]=1)[C:23]([NH:1][C:2]1[CH:7]=[CH:6][C:5]([CH3:8])=[CH:4][C:3]=1[OH:9])=[O:24]. (6) Given the reactants [CH2:1]([O:5][NH:6][C:7]([N:9]([C:26]1[C:31]([O:32][CH3:33])=[N:30][C:29]([CH3:34])=[CH:28][N:27]=1)[S:10]([C:13]1[S:14][CH:15]=[CH:16][C:17]=1[C:18]1[CH:23]=[CH:22][C:21]([CH2:24][OH:25])=[CH:20][CH:19]=1)(=[O:12])=[O:11])=[O:8])[CH:2]([CH3:4])[CH3:3].C(N(CC)CC)C.[CH3:42][S:43](Cl)(=[O:45])=[O:44], predict the reaction product. The product is: [CH2:1]([O:5][NH:6][C:7]([N:9]([C:26]1[C:31]([O:32][CH3:33])=[N:30][C:29]([CH3:34])=[CH:28][N:27]=1)[S:10]([C:13]1[S:14][CH:15]=[CH:16][C:17]=1[C:18]1[CH:19]=[CH:20][C:21]([CH2:24][O:25][S:43]([CH3:42])(=[O:45])=[O:44])=[CH:22][CH:23]=1)(=[O:12])=[O:11])=[O:8])[CH:2]([CH3:4])[CH3:3]. (7) Given the reactants [CH2:1]([O:3][C:4]1[C:9]([O:10][CH3:11])=[CH:8][C:7]([C:12]2[CH:17]=[CH:16][C:15]([N:18]([CH3:42])[CH2:19][CH2:20][N:21]([C:23]3[CH:24]=[CH:25][C:26]([C:29]4[CH:34]=[C:33]([O:35][CH3:36])[C:32]([O:37][CH2:38][CH3:39])=[C:31]([O:40][CH3:41])[CH:30]=4)=[N:27][CH:28]=3)[CH3:22])=[CH:14][N:13]=2)=[CH:6][C:5]=1[O:43][CH3:44])[CH3:2].[CH3:45][S:46]([OH:49])(=[O:48])=[O:47], predict the reaction product. The product is: [CH3:45][S:46]([OH:49])(=[O:48])=[O:47].[CH3:45][S:46]([OH:49])(=[O:48])=[O:47].[CH2:38]([O:37][C:32]1[C:31]([O:40][CH3:41])=[CH:30][C:29]([C:26]2[CH:25]=[CH:24][C:23]([N:21]([CH3:22])[CH2:20][CH2:19][N:18]([C:15]3[CH:16]=[CH:17][C:12]([C:7]4[CH:8]=[C:9]([O:10][CH3:11])[C:4]([O:3][CH2:1][CH3:2])=[C:5]([O:43][CH3:44])[CH:6]=4)=[N:13][CH:14]=3)[CH3:42])=[CH:28][N:27]=2)=[CH:34][C:33]=1[O:35][CH3:36])[CH3:39]. (8) The product is: [CH3:12][C:11]1[C:13]2[C:18](=[CH:17][CH:16]=[CH:15][CH:14]=2)[CH:8]=[CH:9][N:10]=1. Given the reactants ClS(O)(=O)=O.CO[CH:8](OC)[CH2:9][NH:10][CH:11]([C:13]1[CH:18]=[CH:17][CH:16]=[CH:15][CH:14]=1)[CH3:12].C(=O)([O-])[O-].[K+].[K+], predict the reaction product.